This data is from Reaction yield outcomes from USPTO patents with 853,638 reactions. The task is: Predict the reaction yield, written as a fraction of the theoretical maximum amount of product (1.0 means a 100% yield; for example, 0.34 means a 34% yield). (1) The reactants are [Br:1][C:2]1[CH:10]=[CH:9][C:5]([C:6](Cl)=[O:7])=[CH:4][CH:3]=1.Br[C:12]1[CH:18]=[CH:17][CH:16]=[CH:15][C:13]=1[NH2:14].C([O-])([O-])=O.[Cs+].[Cs+].N1C2C(=CC=C3C=2N=CC=C3)C=CC=1. The catalyst is O1CCOCC1.[Cu]I. The product is [Br:1][C:2]1[CH:10]=[CH:9][C:5]([C:6]2[O:7][C:12]3[CH:18]=[CH:17][CH:16]=[CH:15][C:13]=3[N:14]=2)=[CH:4][CH:3]=1. The yield is 0.870. (2) The reactants are [F:1][C@H:2]1[CH2:6][NH:5][C@H:4]([C:7]([OH:9])=[O:8])[CH2:3]1.[CH2:10]=O.Cl. The catalyst is [Pd]. The product is [F:1][C@H:2]1[CH2:6][N:5]([CH3:10])[C@H:4]([C:7]([OH:9])=[O:8])[CH2:3]1. The yield is 0.540. (3) The product is [CH2:6]([O:8][C:9]([C:10]1[C:26]([C:28]2[CH:33]=[CH:32][CH:31]=[CH:30][CH:29]=2)=[CH:25][NH:24][C:11]=1[CH2:12][CH2:13][NH:14][C:15]([O:17][C:18]([CH3:21])([CH3:20])[CH3:19])=[O:16])=[O:23])[CH3:7]. The reactants are C([O-])(=O)C.[Na+].[CH2:6]([O:8][C:9](=[O:23])[CH2:10][C:11](=O)[CH2:12][CH2:13][NH:14][C:15]([O:17][C:18]([CH3:21])([CH3:20])[CH3:19])=[O:16])[CH3:7].[NH2:24][CH2:25][C:26]([C:28]1[CH:33]=[CH:32][CH:31]=[CH:30][CH:29]=1)=O. The yield is 0.887. The catalyst is O.C(O)C. (4) The reactants are F[C:2]1[CH:3]=[C:4]2[C:9](=[CH:10][C:11]=1[N+:12]([O-:14])=[O:13])[NH:8][C:7](=[O:15])[N:6]([NH:16][S:17]([CH3:20])(=[O:19])=[O:18])[C:5]2=[O:21].[O:22]([CH2:29][CH2:30][NH2:31])[C:23]1[CH:28]=[CH:27][CH:26]=[CH:25][CH:24]=1. No catalyst specified. The product is [N+:12]([C:11]1[CH:10]=[C:9]2[C:4]([C:5](=[O:21])[N:6]([NH:16][S:17]([CH3:20])(=[O:19])=[O:18])[C:7](=[O:15])[NH:8]2)=[CH:3][C:2]=1[NH:31][CH2:30][CH2:29][O:22][C:23]1[CH:28]=[CH:27][CH:26]=[CH:25][CH:24]=1)([O-:14])=[O:13]. The yield is 0.520. (5) The reactants are [CH2:1]([N:8]1[CH2:16][C:15]2[C:10](=[CH:11][CH:12]=[C:13]([C:17](OC)=[O:18])[CH:14]=2)[CH2:9]1)[C:2]1[CH:7]=[CH:6][CH:5]=[CH:4][CH:3]=1.[H-].[Al+3].[Li+].[H-].[H-].[H-]. The catalyst is O1CCCC1. The product is [CH2:1]([N:8]1[CH2:16][C:15]2[C:10](=[CH:11][CH:12]=[C:13]([CH2:17][OH:18])[CH:14]=2)[CH2:9]1)[C:2]1[CH:3]=[CH:4][CH:5]=[CH:6][CH:7]=1. The yield is 0.990. (6) The reactants are C(O)C.[CH2:4]([O:11][C:12]1[CH:13]=[CH:14][C:15]([CH2:18][C:19]#[N:20])=[N:16][CH:17]=1)[C:5]1[CH:10]=[CH:9][CH:8]=[CH:7][CH:6]=1.[Cl-].[OH:22][NH3+:23].C(=O)([O-])[O-].[K+].[K+]. The yield is 0.270. The product is [CH2:4]([O:11][C:12]1[CH:13]=[CH:14][C:15]([CH2:18][C:19]([NH:23][OH:22])=[NH:20])=[N:16][CH:17]=1)[C:5]1[CH:6]=[CH:7][CH:8]=[CH:9][CH:10]=1. The catalyst is O. (7) The reactants are [N:1]1[C:10]2[C:5](=[CH:6][CH:7]=[CH:8][CH:9]=2)[N:4]=[CH:3][C:2]=1[C:11]([NH:13][C:14]1[CH:18]=[CH:17][S:16][C:15]=1[C:19]([OH:21])=O)=[O:12].Cl.C[N:24](C)CCCN=C=NCC.N. The catalyst is CN(C)C1C=CN=CC=1.C(Cl)Cl. The product is [NH2:24][C:19]([C:15]1[S:16][CH:17]=[CH:18][C:14]=1[NH:13][C:11]([C:2]1[CH:3]=[N:4][C:5]2[C:10](=[CH:9][CH:8]=[CH:7][CH:6]=2)[N:1]=1)=[O:12])=[O:21]. The yield is 0.460.